This data is from Catalyst prediction with 721,799 reactions and 888 catalyst types from USPTO. The task is: Predict which catalyst facilitates the given reaction. (1) Reactant: [C:1]([NH:8][C:9]1[CH:17]=[C:13]([C:14]([OH:16])=O)[C:12]([OH:18])=[CH:11][CH:10]=1)([O:3][C:4]([CH3:7])([CH3:6])[CH3:5])=[O:2].ON1[C:24](=[O:25])[CH2:23]CC1=O.C1([N:33]=C=NC2CCCCC2)CCCCC1. Product: [OH:18][C:12]1[CH:11]=[CH:10][C:9]([NH:8][C:1](=[O:2])[O:3][C:4]([CH3:5])([CH3:6])[CH3:7])=[CH:17][C:13]=1[C:14]([NH:33][CH2:23][CH2:24][OH:25])=[O:16]. The catalyst class is: 12. (2) Reactant: [Cl:1][C:2]1[CH:3]=[C:4]([C:8]2[N:9]=[C:10]([OH:17])[C:11]3[S:16][CH2:15][CH2:14][C:12]=3[N:13]=2)[CH:5]=[CH:6][CH:7]=1.C(N(CC)CC)C.[F:25][C:26]([F:32])([F:31])[S:27](O)(=[O:29])=[O:28]. Product: [F:25][C:26]([F:32])([F:31])[S:27]([O:17][C:10]1[C:11]2[S:16][CH2:15][CH2:14][C:12]=2[N:13]=[C:8]([C:4]2[CH:5]=[CH:6][CH:7]=[C:2]([Cl:1])[CH:3]=2)[N:9]=1)(=[O:29])=[O:28]. The catalyst class is: 2. (3) Reactant: [Cl:1][C:2]1[CH:7]=[CH:6][C:5]([S:8]([NH:11][C@@H:12]([C:20]2[CH:24]=[C:23]([CH3:25])[O:22][N:21]=2)[CH2:13][C:14]2[CH:19]=[CH:18][CH:17]=[CH:16][CH:15]=2)(=[O:10])=[O:9])=[CH:4][CH:3]=1.[Br:26]N1C(=O)CCC1=O.S([O-])([O-])(=O)=S.[Na+].[Na+]. Product: [Cl:1][C:2]1[CH:7]=[CH:6][C:5]([S:8]([NH:11][C@@H:12]([C:20]2[C:24]([Br:26])=[C:23]([CH3:25])[O:22][N:21]=2)[CH2:13][C:14]2[CH:19]=[CH:18][CH:17]=[CH:16][CH:15]=2)(=[O:9])=[O:10])=[CH:4][CH:3]=1. The catalyst class is: 3. (4) Reactant: [C:1]([O:5][C:6]([N:8]1[CH2:13][CH2:12][CH:11]([C:14]2[NH:15][C:16]3[C:21]([CH:22]=2)=[CH:20][C:19]([CH2:23]O)=[CH:18][C:17]=3[N+:25]([O-:27])=[O:26])[CH2:10][CH2:9]1)=[O:7])([CH3:4])([CH3:3])[CH3:2].[O:28]=[S:29]1(=[O:35])[CH2:34][CH2:33][NH:32][CH2:31][CH2:30]1.C1(P(C2C=CC=CC=2)C2C=CC=CC=2)C=CC=CC=1.II.C(=O)(O)[O-].[Na+]. Product: [C:1]([O:5][C:6]([N:8]1[CH2:13][CH2:12][CH:11]([C:14]2[NH:15][C:16]3[C:21]([CH:22]=2)=[CH:20][C:19]([CH2:23][N:32]2[CH2:33][CH2:34][S:29](=[O:35])(=[O:28])[CH2:30][CH2:31]2)=[CH:18][C:17]=3[N+:25]([O-:27])=[O:26])[CH2:10][CH2:9]1)=[O:7])([CH3:3])([CH3:4])[CH3:2]. The catalyst class is: 1. (5) Reactant: [Br:1][C:2]1[S:6][C:5]([CH2:7][OH:8])=[C:4]([C:9]2[CH:14]=[CH:13][C:12]([Cl:15])=[CH:11][CH:10]=2)[CH:3]=1.CC1C=CC(S([O-])(=O)=O)=CC=1.C1C=C[NH+]=CC=1.[O:33]1[CH:38]=[CH:37][CH2:36][CH2:35][CH2:34]1. Product: [Br:1][C:2]1[S:6][C:5]([CH2:7][O:8][CH:34]2[CH2:35][CH2:36][CH2:37][CH2:38][O:33]2)=[C:4]([C:9]2[CH:14]=[CH:13][C:12]([Cl:15])=[CH:11][CH:10]=2)[CH:3]=1. The catalyst class is: 4.